This data is from NCI-60 drug combinations with 297,098 pairs across 59 cell lines. The task is: Regression. Given two drug SMILES strings and cell line genomic features, predict the synergy score measuring deviation from expected non-interaction effect. (1) Drug 1: CN(CC1=CN=C2C(=N1)C(=NC(=N2)N)N)C3=CC=C(C=C3)C(=O)NC(CCC(=O)O)C(=O)O. Drug 2: CCN(CC)CCCC(C)NC1=C2C=C(C=CC2=NC3=C1C=CC(=C3)Cl)OC. Cell line: NCIH23. Synergy scores: CSS=35.3, Synergy_ZIP=-9.59, Synergy_Bliss=-4.48, Synergy_Loewe=-6.36, Synergy_HSA=-5.18. (2) Drug 1: B(C(CC(C)C)NC(=O)C(CC1=CC=CC=C1)NC(=O)C2=NC=CN=C2)(O)O. Drug 2: CNC(=O)C1=NC=CC(=C1)OC2=CC=C(C=C2)NC(=O)NC3=CC(=C(C=C3)Cl)C(F)(F)F. Cell line: SK-OV-3. Synergy scores: CSS=79.0, Synergy_ZIP=11.4, Synergy_Bliss=11.0, Synergy_Loewe=1.06, Synergy_HSA=11.4. (3) Drug 1: C(=O)(N)NO. Drug 2: CC12CCC3C(C1CCC2OP(=O)(O)O)CCC4=C3C=CC(=C4)OC(=O)N(CCCl)CCCl.[Na+]. Cell line: KM12. Synergy scores: CSS=18.3, Synergy_ZIP=-3.64, Synergy_Bliss=0.863, Synergy_Loewe=3.38, Synergy_HSA=4.44. (4) Drug 1: CNC(=O)C1=NC=CC(=C1)OC2=CC=C(C=C2)NC(=O)NC3=CC(=C(C=C3)Cl)C(F)(F)F. Drug 2: CC1C(C(CC(O1)OC2CC(CC3=C2C(=C4C(=C3O)C(=O)C5=CC=CC=C5C4=O)O)(C(=O)C)O)N)O. Cell line: SK-MEL-28. Synergy scores: CSS=77.3, Synergy_ZIP=11.5, Synergy_Bliss=13.6, Synergy_Loewe=-5.98, Synergy_HSA=13.6. (5) Drug 1: C1CN1P(=S)(N2CC2)N3CC3. Drug 2: C1CN1C2=NC(=NC(=N2)N3CC3)N4CC4. Cell line: NCIH23. Synergy scores: CSS=56.7, Synergy_ZIP=-4.13, Synergy_Bliss=1.09, Synergy_Loewe=-4.70, Synergy_HSA=2.91.